Dataset: Reaction yield outcomes from USPTO patents with 853,638 reactions. Task: Predict the reaction yield, written as a fraction of the theoretical maximum amount of product (1.0 means a 100% yield; for example, 0.34 means a 34% yield). (1) The reactants are [Cl:1][C:2]1[CH:7]=[CH:6][CH:5]=[CH:4][C:3]=1[CH:8]=[CH:9][CH2:10][C:11]1([CH2:19][C:20]#[C:21][C:22](=[O:27])[C:23]([CH3:26])([CH3:25])[CH3:24])[CH2:16][O:15][C:14]([CH3:18])([CH3:17])[O:13][CH2:12]1.CCOC(C)=O.CCCCCC. The catalyst is ClC1C=CC=CC=1Cl. The product is [Cl:1][C:2]1[CH:7]=[CH:6][CH:5]=[C:4]2[C:3]=1[CH:8]=[C:9]1[CH2:10][C:11]3([CH2:12][O:13][C:14]([CH3:18])([CH3:17])[O:15][CH2:16]3)[CH2:19][C:20]1=[C:21]2[C:22](=[O:27])[C:23]([CH3:26])([CH3:25])[CH3:24]. The yield is 0.470. (2) The reactants are CS(O[CH:6]([C:9]1[CH:14]=[CH:13][C:12]([C:15]2[CH:20]=[CH:19][C:18]([C:21](=[O:24])[NH:22][CH3:23])=[CH:17][CH:16]=2)=[CH:11][N:10]=1)[CH2:7][CH3:8])(=O)=O.[NH:25]1[CH:29]=[CH:28][N:27]=[CH:26]1.C(N(CC)CC)C. The catalyst is C(Cl)Cl. The product is [N:25]1([CH:6]([C:9]2[N:10]=[CH:11][C:12]([C:15]3[CH:20]=[CH:19][C:18]([C:21]([NH:22][CH3:23])=[O:24])=[CH:17][CH:16]=3)=[CH:13][CH:14]=2)[CH2:7][CH3:8])[CH:29]=[CH:28][N:27]=[CH:26]1. The yield is 0.390. (3) The reactants are [NH2:1][C:2]1[N:7]=[CH:6][N:5]=[C:4]2[N:8]([CH2:12][C:13]3[O:14][C:15]4[C:20]([C:21](=[O:29])[C:22]=3[C:23]3[CH:28]=[CH:27][CH:26]=[CH:25][CH:24]=3)=[CH:19][CH:18]=[CH:17][CH:16]=4)[N:9]=[C:10](I)[C:3]=12.[OH:30][CH2:31][C:32]1[CH:33]=[C:34](B(O)O)[CH:35]=[CH:36][CH:37]=1.C(=O)([O-])[O-].[Na+].[Na+].ClCCl. The catalyst is CN(C=O)C.C(O)C.O. The product is [NH2:1][C:2]1[N:7]=[CH:6][N:5]=[C:4]2[N:8]([CH2:12][C:13]3[O:14][C:15]4[C:20]([C:21](=[O:29])[C:22]=3[C:23]3[CH:28]=[CH:27][CH:26]=[CH:25][CH:24]=3)=[CH:19][CH:18]=[CH:17][CH:16]=4)[N:9]=[C:10]([C:36]3[CH:35]=[CH:34][CH:33]=[C:32]([CH2:31][OH:30])[CH:37]=3)[C:3]=12. The yield is 0.440. (4) The reactants are [NH2:1][C:2]1[C:3]([C:9]([O:11]CC)=[O:10])=[N:4][C:5]([Cl:8])=[N:6][CH:7]=1.O.[OH-].[Li+].Cl. The catalyst is C1COCC1. The product is [NH2:1][C:2]1[C:3]([C:9]([OH:11])=[O:10])=[N:4][C:5]([Cl:8])=[N:6][CH:7]=1. The yield is 0.600.